This data is from Reaction yield outcomes from USPTO patents with 853,638 reactions. The task is: Predict the reaction yield, written as a fraction of the theoretical maximum amount of product (1.0 means a 100% yield; for example, 0.34 means a 34% yield). (1) The reactants are Br[C:2]1[CH:7]=[CH:6][C:5]([N:8]2[C:12]([C:13]3[CH:18]=[CH:17][C:16]([O:19][CH3:20])=[C:15]([O:21][C@@H:22]4[CH2:26][CH2:25][O:24][CH2:23]4)[CH:14]=3)=[CH:11][CH:10]=[N:9]2)=[CH:4][CH:3]=1.C(=O)([O-])[O-].[Na+].[Na+].COCCOC.[CH3:39][O:40][C:41]1[CH:46]=[CH:45][C:44](B(O)O)=[CH:43][N:42]=1. The catalyst is Cl[Pd](Cl)([P](C1C=CC=CC=1)(C1C=CC=CC=1)C1C=CC=CC=1)[P](C1C=CC=CC=1)(C1C=CC=CC=1)C1C=CC=CC=1.C(OCC)(=O)C.O.C(O)C. The product is [CH3:39][O:40][C:41]1[CH:46]=[CH:45][C:44]([C:2]2[CH:7]=[CH:6][C:5]([N:8]3[C:12]([C:13]4[CH:18]=[CH:17][C:16]([O:19][CH3:20])=[C:15]([O:21][C@@H:22]5[CH2:26][CH2:25][O:24][CH2:23]5)[CH:14]=4)=[CH:11][CH:10]=[N:9]3)=[CH:4][CH:3]=2)=[CH:43][N:42]=1. The yield is 0.820. (2) The reactants are [CH3:1][O:2][C:3]1[CH:12]=[CH:11][C:6]2[CH:7]=[C:8]([CH3:10])[O:9][C:5]=2[CH:4]=1.[C:13](Cl)(=[O:17])C(Cl)=O.[Al+3].[Cl-].[Cl-].[Cl-].[CH:23]([NH2:26])([CH3:25])[CH3:24]. No catalyst specified. The product is [CH:23]([NH:26][C:13]([C:7]1[C:6]2[CH:11]=[CH:12][C:3]([O:2][CH3:1])=[CH:4][C:5]=2[O:9][C:8]=1[CH3:10])=[O:17])([CH3:25])[CH3:24]. The yield is 0.710. (3) The reactants are [O:1]=[C:2]1[NH:6][C:5](=[O:7])[C:4](=[CH:8][C:9]2[C:17]3[C:12](=[CH:13][CH:14]=[CH:15][CH:16]=3)[N:11]([CH2:18][C:19]([OH:21])=O)[CH:10]=2)[S:3]1.Cl.C(N=C=NCCCN(C)C)C.ON1C2C=CC=CC=2N=N1.[Cl:44][C:45]1[CH:52]=[CH:51][C:48]([CH2:49][NH2:50])=[CH:47][CH:46]=1.CCN(C(C)C)C(C)C. The catalyst is CN1C(=O)CCC1.C(OCC)(=O)C. The product is [Cl:44][C:45]1[CH:52]=[CH:51][C:48]([CH2:49][NH:50][C:19](=[O:21])[CH2:18][N:11]2[C:12]3[C:17](=[CH:16][CH:15]=[CH:14][CH:13]=3)[C:9]([CH:8]=[C:4]3[S:3][C:2](=[O:1])[NH:6][C:5]3=[O:7])=[CH:10]2)=[CH:47][CH:46]=1. The yield is 0.570. (4) The catalyst is CCOC(C)=O. The yield is 1.03. The product is [CH:1]1([C@H:4]([OH:27])[CH2:5][O:6][C:7]2[C:22]([F:23])=[CH:21][C:20]([N+:24]([O-:26])=[O:25])=[CH:19][C:8]=2[CH2:9][N:10]([CH3:18])[C:11](=[O:17])[O:12][CH2:35][C:36]2[CH:41]=[CH:40][CH:39]=[CH:38][CH:37]=2)[CH2:3][CH2:2]1. The reactants are [CH:1]1([C@H:4]([OH:27])[CH2:5][O:6][C:7]2[C:22]([F:23])=[CH:21][C:20]([N+:24]([O-:26])=[O:25])=[CH:19][C:8]=2[CH2:9][N:10]([CH3:18])[C:11](=[O:17])[O:12]C(C)(C)C)[CH2:3][CH2:2]1.Cl.O1CCOCC1.[CH2:35](OC(ON1C(=O)CCC1=O)=O)[C:36]1[CH:41]=[CH:40][CH:39]=[CH:38][CH:37]=1.C(N(CC)C(C)C)(C)C.